From a dataset of Full USPTO retrosynthesis dataset with 1.9M reactions from patents (1976-2016). Predict the reactants needed to synthesize the given product. (1) The reactants are: [C:1]([C:5]1[CH:6]=[C:7]([C:15]2[S:16][C:17]([CH2:20][CH2:21][C:22]3[CH:27]=[CH:26][C:25]([N+:28]([O-])=O)=[CH:24][CH:23]=3)=[N:18][N:19]=2)[CH:8]=[C:9]([C:11]([CH3:14])([CH3:13])[CH3:12])[CH:10]=1)([CH3:4])([CH3:3])[CH3:2].O.C(=O)([O-])O. Given the product [C:11]([C:9]1[CH:8]=[C:7]([C:15]2[S:16][C:17]([CH2:20][CH2:21][C:22]3[CH:23]=[CH:24][C:25]([NH2:28])=[CH:26][CH:27]=3)=[N:18][N:19]=2)[CH:6]=[C:5]([C:1]([CH3:4])([CH3:3])[CH3:2])[CH:10]=1)([CH3:12])([CH3:13])[CH3:14], predict the reactants needed to synthesize it. (2) Given the product [C:3]([C:5]1[CH:10]=[CH:9][C:19]([C:20]([OH:15])=[O:13])=[CH:7][CH:6]=1)(=[O:4])[CH2:2][CH3:1], predict the reactants needed to synthesize it. The reactants are: [CH3:1][CH2:2][C:3]([C:5]1[CH:10]=[CH:9]C(C#N)=[CH:7][CH:6]=1)=[O:4].[OH-:13].[Na+].[O:15]1[CH2:20][CH2:19]OCC1. (3) The reactants are: Br[C:2]1[CH:3]=[C:4]([C:14]([NH:16][CH2:17][C:18]2[C:19](=[O:28])[NH:20][C:21]([CH3:27])=[CH:22][C:23]=2[CH2:24][CH2:25][CH3:26])=[O:15])[C:5]2[CH:6]=[N:7][N:8]([CH:11]([CH3:13])[CH3:12])[C:9]=2[CH:10]=1.[ClH:29].[CH3:30][N:31]([CH2:33][C:34]1[CH:35]=[C:36](B2OC(C)(C)C(C)(C)O2)[CH:37]=[CH:38][CH:39]=1)[CH3:32].P([O-])([O-])([O-])=O.[K+].[K+].[K+].O1CCOCC1. Given the product [ClH:29].[CH3:30][N:31]([CH2:33][C:34]1[CH:39]=[C:38]([C:2]2[CH:3]=[C:4]([C:14]([NH:16][CH2:17][C:18]3[C:19](=[O:28])[NH:20][C:21]([CH3:27])=[CH:22][C:23]=3[CH2:24][CH2:25][CH3:26])=[O:15])[C:5]3[CH:6]=[N:7][N:8]([CH:11]([CH3:13])[CH3:12])[C:9]=3[CH:10]=2)[CH:37]=[CH:36][CH:35]=1)[CH3:32], predict the reactants needed to synthesize it. (4) Given the product [Br:9][C:10]1[CH:19]=[CH:18][CH:17]=[C:16]2[C:11]=1[CH2:12][C@H:13]([CH2:20][O:21][Si:5]([C:1]([CH3:4])([CH3:3])[CH3:2])([CH3:8])[CH3:7])[NH:14][CH2:15]2, predict the reactants needed to synthesize it. The reactants are: [C:1]([Si:5]([CH3:8])([CH3:7])Cl)([CH3:4])([CH3:3])[CH3:2].[Br:9][C:10]1[CH:19]=[CH:18][CH:17]=[C:16]2[C:11]=1[CH2:12][C@H:13]([CH2:20][OH:21])[NH:14][CH2:15]2.N1C=CN=C1.[Cl-].[NH4+]. (5) Given the product [Cl:27][C:24]1[CH:25]=[CH:26][C:21]([C@@:18]2([CH3:20])[C@:17]([C:29]3[CH:30]=[CH:31][C:32]([Cl:35])=[CH:33][CH:34]=3)([CH3:28])[N:16]([C:36]([N:54]3[CH2:53][CH2:52][N:51]([C:49](=[O:50])[CH2:48][N:43]4[CH:47]=[N:46][N:45]=[N:44]4)[CH2:56][CH2:55]3)=[O:37])[C:15]([C:13]3[C:12]([O:39][CH2:40][CH3:41])=[CH:11][C:10]([Cl:42])=[C:9]([S:6]([NH:5][C:1]([CH3:2])([CH3:3])[CH3:4])(=[O:8])=[O:7])[CH:14]=3)=[N:19]2)=[CH:22][CH:23]=1, predict the reactants needed to synthesize it. The reactants are: [C:1]([NH:5][S:6]([C:9]1[C:10]([Cl:42])=[CH:11][C:12]([O:39][CH2:40][CH3:41])=[C:13]([C:15]2[N:16]([C:36](Cl)=[O:37])[C:17]([C:29]3[CH:34]=[CH:33][C:32]([Cl:35])=[CH:31][CH:30]=3)([CH3:28])[C:18]([C:21]3[CH:26]=[CH:25][C:24]([Cl:27])=[CH:23][CH:22]=3)([CH3:20])[N:19]=2)[CH:14]=1)(=[O:8])=[O:7])([CH3:4])([CH3:3])[CH3:2].[N:43]1([CH2:48][C:49]([N:51]2[CH2:56][CH2:55][NH:54][CH2:53][CH2:52]2)=[O:50])[CH:47]=[N:46][N:45]=[N:44]1. (6) Given the product [OH:5][CH:4]([C:6]1[N:10]([CH3:11])[CH:9]=[N:8][CH:7]=1)[CH3:1], predict the reactants needed to synthesize it. The reactants are: [CH3:1][Mg]Br.[CH:4]([C:6]1[N:10]([CH3:11])[CH:9]=[N:8][CH:7]=1)=[O:5].O. (7) Given the product [NH2:19][C:10]1[C:9]2[N:8]=[C:7]([CH3:20])[N:6]([CH2:5][CH2:4][CH2:3][CH2:2][NH:1][C:21](=[O:25])[CH2:22][CH2:23][CH3:24])[C:18]=2[C:17]2[CH:16]=[CH:15][CH:14]=[CH:13][C:12]=2[N:11]=1, predict the reactants needed to synthesize it. The reactants are: [NH2:1][CH2:2][CH2:3][CH2:4][CH2:5][N:6]1[C:18]2[C:17]3[CH:16]=[CH:15][CH:14]=[CH:13][C:12]=3[N:11]=[C:10]([NH2:19])[C:9]=2[N:8]=[C:7]1[CH3:20].[C:21](Cl)(=[O:25])[CH2:22][CH2:23][CH3:24].